From a dataset of Forward reaction prediction with 1.9M reactions from USPTO patents (1976-2016). Predict the product of the given reaction. Given the reactants Br[CH:2]=[C:3]1[O:7][C:6](=[O:8])[CH:5]=[CH:4]1.[CH3:9][O:10][C:11]1[CH:16]=[CH:15][C:14](B(O)O)=[CH:13][CH:12]=1.[F-].[Cs+], predict the reaction product. The product is: [CH3:9][O:10][C:11]1[CH:16]=[CH:15][C:14](/[CH:2]=[C:3]2/[CH:4]=[CH:5][C:6](=[O:8])[O:7]/2)=[CH:13][CH:12]=1.